From a dataset of Full USPTO retrosynthesis dataset with 1.9M reactions from patents (1976-2016). Predict the reactants needed to synthesize the given product. (1) Given the product [NH2:15][C:16]1[N:21]=[CH:20][N:19]=[C:18]2[N:22]([CH:26]([C:28]3[C:29]([O:5][CH2:3][CH3:2])=[C:30]([CH:37]4[CH2:38][N:39]([C:41]([CH3:45])([CH3:46])[C:42]([NH2:56])=[O:44])[CH2:40]4)[C:31]([C:35]#[N:36])=[C:32]([Cl:34])[CH:33]=3)[CH3:27])[N:23]=[C:24]([CH3:25])[C:17]=12, predict the reactants needed to synthesize it. The reactants are: F[C:2](F)(F)[C:3]([OH:5])=O.FC(F)(F)C(O)=O.[NH2:15][C:16]1[N:21]=[CH:20][N:19]=[C:18]2[N:22]([CH:26]([C:28]3[C:29](OCC)=[C:30]([CH:37]4[CH2:40][N:39]([C:41]([CH3:46])([CH3:45])[C:42]([OH:44])=O)[CH2:38]4)[C:31]([C:35]#[N:36])=[C:32]([Cl:34])[CH:33]=3)[CH3:27])[N:23]=[C:24]([CH3:25])[C:17]=12.N.C(O)C.C([N:56](CC)CC)C.F[P-](F)(F)(F)(F)F.N1(O[P+](N(C)C)(N(C)C)N(C)C)C2C=CC=CC=2N=N1. (2) Given the product [Cl:1][C:2]1[C:3]([O:9][C:10]2[CH:15]=[CH:14][C:13]([O:16][C:23]([N:17]3[CH2:22][CH2:21][O:20][CH2:19][CH2:18]3)=[O:24])=[CH:12][CH:11]=2)=[N:4][CH:5]=[C:6]([Cl:8])[CH:7]=1, predict the reactants needed to synthesize it. The reactants are: [Cl:1][C:2]1[C:3]([O:9][C:10]2[CH:15]=[CH:14][C:13]([OH:16])=[CH:12][CH:11]=2)=[N:4][CH:5]=[C:6]([Cl:8])[CH:7]=1.[N:17]1([C:23](Cl)=[O:24])[CH2:22][CH2:21][O:20][CH2:19][CH2:18]1.